From a dataset of NCI-60 drug combinations with 297,098 pairs across 59 cell lines. Regression. Given two drug SMILES strings and cell line genomic features, predict the synergy score measuring deviation from expected non-interaction effect. (1) Drug 1: C1=NC(=NC(=O)N1C2C(C(C(O2)CO)O)O)N. Drug 2: C1=CC=C(C=C1)NC(=O)CCCCCCC(=O)NO. Cell line: OVCAR3. Synergy scores: CSS=14.0, Synergy_ZIP=-1.24, Synergy_Bliss=0.144, Synergy_Loewe=-5.57, Synergy_HSA=-4.06. (2) Drug 1: CC1=C(C(CCC1)(C)C)C=CC(=CC=CC(=CC(=O)O)C)C. Drug 2: C(=O)(N)NO. Cell line: SK-OV-3. Synergy scores: CSS=4.33, Synergy_ZIP=1.54, Synergy_Bliss=6.73, Synergy_Loewe=3.46, Synergy_HSA=4.53. (3) Drug 1: CN(C)N=NC1=C(NC=N1)C(=O)N. Drug 2: CC12CCC3C(C1CCC2O)C(CC4=C3C=CC(=C4)O)CCCCCCCCCS(=O)CCCC(C(F)(F)F)(F)F. Cell line: TK-10. Synergy scores: CSS=-0.0175, Synergy_ZIP=-1.18, Synergy_Bliss=-3.45, Synergy_Loewe=-4.97, Synergy_HSA=-4.32. (4) Drug 1: CC1C(C(CC(O1)OC2CC(CC3=C2C(=C4C(=C3O)C(=O)C5=C(C4=O)C(=CC=C5)OC)O)(C(=O)C)O)N)O.Cl. Drug 2: C1=CC=C(C=C1)NC(=O)CCCCCCC(=O)NO. Cell line: SR. Synergy scores: CSS=70.1, Synergy_ZIP=4.59, Synergy_Bliss=5.87, Synergy_Loewe=3.16, Synergy_HSA=7.72. (5) Drug 2: CC1=C(C(=O)C2=C(C1=O)N3CC4C(C3(C2COC(=O)N)OC)N4)N. Cell line: SF-268. Drug 1: CNC(=O)C1=NC=CC(=C1)OC2=CC=C(C=C2)NC(=O)NC3=CC(=C(C=C3)Cl)C(F)(F)F. Synergy scores: CSS=21.2, Synergy_ZIP=-2.67, Synergy_Bliss=7.00, Synergy_Loewe=-7.80, Synergy_HSA=3.19. (6) Cell line: M14. Drug 2: COC1=NC(=NC2=C1N=CN2C3C(C(C(O3)CO)O)O)N. Drug 1: C1=CN(C(=O)N=C1N)C2C(C(C(O2)CO)O)O.Cl. Synergy scores: CSS=-1.07, Synergy_ZIP=3.31, Synergy_Bliss=6.73, Synergy_Loewe=1.56, Synergy_HSA=1.56. (7) Drug 1: CCC1=CC2CC(C3=C(CN(C2)C1)C4=CC=CC=C4N3)(C5=C(C=C6C(=C5)C78CCN9C7C(C=CC9)(C(C(C8N6C)(C(=O)OC)O)OC(=O)C)CC)OC)C(=O)OC.C(C(C(=O)O)O)(C(=O)O)O. Drug 2: CC(C)CN1C=NC2=C1C3=CC=CC=C3N=C2N. Cell line: TK-10. Synergy scores: CSS=4.67, Synergy_ZIP=-6.92, Synergy_Bliss=-0.178, Synergy_Loewe=-10.6, Synergy_HSA=-1.34. (8) Drug 1: C1=NC2=C(N=C(N=C2N1C3C(C(C(O3)CO)O)F)Cl)N. Drug 2: CC(C)NC(=O)C1=CC=C(C=C1)CNNC.Cl. Cell line: SK-MEL-28. Synergy scores: CSS=6.18, Synergy_ZIP=-2.41, Synergy_Bliss=-0.664, Synergy_Loewe=-7.91, Synergy_HSA=-0.817. (9) Drug 1: C(CC(=O)O)C(=O)CN.Cl. Drug 2: CC1C(C(CC(O1)OC2CC(CC3=C2C(=C4C(=C3O)C(=O)C5=CC=CC=C5C4=O)O)(C(=O)C)O)N)O. Cell line: PC-3. Synergy scores: CSS=49.6, Synergy_ZIP=-4.19, Synergy_Bliss=-5.38, Synergy_Loewe=-3.13, Synergy_HSA=-1.68.